From a dataset of NCI-60 drug combinations with 297,098 pairs across 59 cell lines. Regression. Given two drug SMILES strings and cell line genomic features, predict the synergy score measuring deviation from expected non-interaction effect. (1) Drug 1: C1CC(=O)NC(=O)C1N2CC3=C(C2=O)C=CC=C3N. Drug 2: CC1=C2C(C(=O)C3(C(CC4C(C3C(C(C2(C)C)(CC1OC(=O)C(C(C5=CC=CC=C5)NC(=O)C6=CC=CC=C6)O)O)OC(=O)C7=CC=CC=C7)(CO4)OC(=O)C)O)C)OC(=O)C. Cell line: SNB-75. Synergy scores: CSS=7.25, Synergy_ZIP=-5.45, Synergy_Bliss=-4.84, Synergy_Loewe=-15.5, Synergy_HSA=-4.18. (2) Drug 2: CC1=C(C=C(C=C1)NC(=O)C2=CC=C(C=C2)CN3CCN(CC3)C)NC4=NC=CC(=N4)C5=CN=CC=C5. Cell line: RXF 393. Drug 1: C1=CC(=CC=C1CCCC(=O)O)N(CCCl)CCCl. Synergy scores: CSS=8.96, Synergy_ZIP=-6.23, Synergy_Bliss=-5.88, Synergy_Loewe=-7.67, Synergy_HSA=-5.54.